From a dataset of Catalyst prediction with 721,799 reactions and 888 catalyst types from USPTO. Predict which catalyst facilitates the given reaction. (1) Reactant: [CH3:1][N:2]1[CH2:7][CH2:6][CH:5]([NH:8][C:9]2[C:14]([C:15]3[CH:20]=[CH:19][CH:18]=[CH:17][CH:16]=3)=[CH:13][N:12]=[C:11]([NH2:21])[CH:10]=2)[CH2:4][CH2:3]1.Br[C:23]1[CH:28]=[N:27][C:26]([C:29]#[N:30])=[CH:25][N:24]=1.C1C=CC(P(C2C(C3C(P(C4C=CC=CC=4)C4C=CC=CC=4)=CC=C4C=3C=CC=C4)=C3C(C=CC=C3)=CC=2)C2C=CC=CC=2)=CC=1.CC(C)([O-])C.[Na+]. Product: [CH3:1][N:2]1[CH2:3][CH2:4][CH:5]([NH:8][C:9]2[C:14]([C:15]3[CH:20]=[CH:19][CH:18]=[CH:17][CH:16]=3)=[CH:13][N:12]=[C:11]([NH:21][C:23]3[N:24]=[CH:25][C:26]([C:29]#[N:30])=[N:27][CH:28]=3)[CH:10]=2)[CH2:6][CH2:7]1. The catalyst class is: 11. (2) Reactant: [CH3:1][C:2]1[CH:7]=[CH:6][C:5]([O:8][CH3:9])=[CH:4][C:3]=1[OH:10].F[C:12]1[CH:17]=[CH:16][C:15]([N+:18]([O-:20])=[O:19])=[CH:14][CH:13]=1.C(=O)([O-])[O-].[K+].[K+]. Product: [CH3:1][C:2]1[CH:7]=[CH:6][C:5]([O:8][CH3:9])=[CH:4][C:3]=1[O:10][C:12]1[CH:17]=[CH:16][C:15]([N+:18]([O-:20])=[O:19])=[CH:14][CH:13]=1. The catalyst class is: 10. (3) Reactant: C([O:3][C:4](=O)[C:5]1[CH:10]=[CH:9][C:8]([Cl:11])=[C:7]([Br:12])[CH:6]=1)C.[H-].C([Al+]CC(C)C)C(C)C.CO.O. Product: [Br:12][C:7]1[CH:6]=[C:5]([CH:10]=[CH:9][C:8]=1[Cl:11])[CH2:4][OH:3]. The catalyst class is: 11. (4) Product: [CH3:11][C:10]1[C:6]([C:4]([O:3][CH2:1][CH3:2])=[O:5])=[C:7]([CH3:14])[O:8][C:9]=1[C:12]([OH:16])=[O:13]. Reactant: [CH2:1]([O:3][C:4]([C:6]1[C:10]([CH3:11])=[C:9]([CH:12]=[O:13])[O:8][C:7]=1[CH3:14])=[O:5])[CH3:2].S(N)(=O)(=O)[OH:16].Cl([O-])=O.[Na+]. The catalyst class is: 86. (5) Product: [C:1]([O:5][C:6]([NH:8][C:9]([CH3:19])([CH3:18])[CH2:10]/[CH:11]=[CH:12]/[C:13]([OH:15])=[O:14])=[O:7])([CH3:4])([CH3:2])[CH3:3]. The catalyst class is: 38. Reactant: [C:1]([O:5][C:6]([NH:8][C:9]([CH3:19])([CH3:18])[CH2:10]/[CH:11]=[CH:12]/[C:13]([O:15]CC)=[O:14])=[O:7])([CH3:4])([CH3:3])[CH3:2].[OH-].[Li+]. (6) Reactant: [Cl:1][CH2:2][CH2:3][CH2:4][S:5]([NH2:8])(=[O:7])=[O:6].CCN=C=NCCCN(C)C.Cl.[C:21]([O:25][C:26]([NH:28][CH2:29][CH2:30][N:31]([CH3:60])[C@@H:32]1[CH2:39][N:38]2[C:40]3[CH:41]=[C:42]([C:53](O)=[O:54])[CH:43]=[CH:44][C:45]=3[C:46]([CH:47]3[CH2:52][CH2:51][CH2:50][CH2:49][CH2:48]3)=[C:37]2[C:36]2[CH:56]=[CH:57][CH:58]=[CH:59][C:35]=2[O:34][CH2:33]1)=[O:27])([CH3:24])([CH3:23])[CH3:22]. Product: [Cl:1][CH2:2][CH2:3][CH2:4][S:5]([NH:8][C:53]([C:42]1[CH:43]=[CH:44][C:45]2[C:46]([CH:47]3[CH2:48][CH2:49][CH2:50][CH2:51][CH2:52]3)=[C:37]3[C:36]4[CH:56]=[CH:57][CH:58]=[CH:59][C:35]=4[O:34][CH2:33][C@H:32]([N:31]([CH3:60])[CH2:30][CH2:29][NH:28][C:26](=[O:27])[O:25][C:21]([CH3:23])([CH3:22])[CH3:24])[CH2:39][N:38]3[C:40]=2[CH:41]=1)=[O:54])(=[O:7])=[O:6]. The catalyst class is: 79. (7) Reactant: [O:1]1CCO[CH:2]1[C:6]1[CH:11]=[CH:10][CH:9]=[CH:8][C:7]=1[C:12]1[S:16][C:15]2[CH:17]=[C:18]([O:21][CH3:22])[CH:19]=[CH:20][C:14]=2[C:13]=1[C:23]([C:25]1[CH:30]=[CH:29][C:28]([O:31][CH2:32][CH2:33][N:34]2[CH2:39][CH2:38][CH2:37][CH2:36][CH2:35]2)=[CH:27][CH:26]=1)=[O:24].Cl.O. Product: [CH3:22][O:21][C:18]1[CH:19]=[CH:20][C:14]2[C:13]([C:23](=[O:24])[C:25]3[CH:26]=[CH:27][C:28]([O:31][CH2:32][CH2:33][N:34]4[CH2:39][CH2:38][CH2:37][CH2:36][CH2:35]4)=[CH:29][CH:30]=3)=[C:12]([C:7]3[CH:8]=[CH:9][CH:10]=[CH:11][C:6]=3[CH:2]=[O:1])[S:16][C:15]=2[CH:17]=1. The catalyst class is: 76. (8) Reactant: [CH3:1][O:2][C:3]1[CH:8]=[CH:7][C:6]([C:9]2[C:13]([C:14]([OH:16])=O)=[CH:12][O:11][N:10]=2)=[CH:5][CH:4]=1.C(N(C(C)C)C(C)C)C.CN(C(ON1N=NC2C=CC=CC1=2)=[N+](C)C)C.[B-](F)(F)(F)F.Cl.[Cl:49][C:50]1[CH:55]=[CH:54][CH:53]=[CH:52][C:51]=1[C:56]1([OH:61])[CH2:60][CH2:59][NH:58][CH2:57]1. The catalyst class is: 3. Product: [Cl:49][C:50]1[CH:55]=[CH:54][CH:53]=[CH:52][C:51]=1[C:56]1([OH:61])[CH2:60][CH2:59][N:58]([C:14]([C:13]2[C:9]([C:6]3[CH:5]=[CH:4][C:3]([O:2][CH3:1])=[CH:8][CH:7]=3)=[N:10][O:11][CH:12]=2)=[O:16])[CH2:57]1. (9) Reactant: [F:1][C:2]1[CH:7]=[C:6]([F:8])[CH:5]=[CH:4][C:3]=1[CH2:9][CH2:10][CH2:11][OH:12].[CH3:13][S:14](Cl)(=[O:16])=[O:15]. Product: [F:1][C:2]1[CH:7]=[C:6]([F:8])[CH:5]=[CH:4][C:3]=1[CH2:9][CH2:10][CH2:11][O:12][S:14]([CH3:13])(=[O:16])=[O:15]. The catalyst class is: 4. (10) Reactant: [Cl:1][C:2]1[CH:3]=[C:4]2[N:11]([CH2:12][O:13][CH2:14][CH2:15][Si:16]([CH3:19])([CH3:18])[CH3:17])[C:10]([O:20][C@H:21]3[C@H:25]4[O:26][CH2:27][C@@H:28]([OH:29])[C@H:24]4[O:23][CH2:22]3)=[N:9][C:5]2=[N:6][C:7]=1I.[S:30]1[CH2:35][CH:34]=[C:33](B2OC(C)(C)C(C)(C)O2)[CH2:32][CH2:31]1.[O-]P([O-])([O-])=O.[K+].[K+].[K+]. Product: [Cl:1][C:2]1[CH:3]=[C:4]2[N:11]([CH2:12][O:13][CH2:14][CH2:15][Si:16]([CH3:19])([CH3:18])[CH3:17])[C:10]([O:20][C@H:21]3[C@H:25]4[O:26][CH2:27][C@@H:28]([OH:29])[C@H:24]4[O:23][CH2:22]3)=[N:9][C:5]2=[N:6][C:7]=1[C:33]1[CH2:34][CH2:35][S:30][CH2:31][CH:32]=1. The catalyst class is: 127.